Dataset: Full USPTO retrosynthesis dataset with 1.9M reactions from patents (1976-2016). Task: Predict the reactants needed to synthesize the given product. (1) Given the product [Br:12][C:10]1[S:11][C:6]2[C:5]3[S:13][C:2]([Br:1])=[CH:3][C:4]=3[S:8][C:7]=2[CH:9]=1.[CH2:21]([C:26]1[CH:27]=[CH:28][C:29]([C:32]#[C:33][C:2]2[S:13][C:5]3[C:6]4[S:11][C:10]([C:33]#[C:32][C:29]5[CH:30]=[CH:31][C:26]([CH2:21][CH2:22][CH2:23][CH2:19][CH3:20])=[CH:27][CH:28]=5)=[CH:9][C:7]=4[S:8][C:4]=3[CH:3]=2)=[CH:30][CH:31]=1)[CH2:22][CH2:23][CH2:24][CH3:25], predict the reactants needed to synthesize it. The reactants are: [Br:1][C:2]1[S:13][C:5]2[C:6]3[S:11][C:10]([Br:12])=[CH:9][C:7]=3[S:8][C:4]=2[CH:3]=1.C(N([CH2:19][CH3:20])CC)C.[CH2:21]([C:26]1[CH:31]=[CH:30][C:29]([C:32]#[CH:33])=[CH:28][CH:27]=1)[CH2:22][CH2:23][CH2:24][CH3:25].ClCCl. (2) Given the product [I:1][C:2]1[CH:3]=[C:4]([C:7]([Cl:12])=[O:9])[NH:5][CH:6]=1, predict the reactants needed to synthesize it. The reactants are: [I:1][C:2]1[CH:3]=[C:4]([C:7]([OH:9])=O)[NH:5][CH:6]=1.S(Cl)([Cl:12])=O. (3) Given the product [NH:1]1[C:9]2[C:4](=[CH:5][C:6]([C:10]3[N:11]=[C:12]([N:27]4[CH2:32][CH2:31][O:30][CH2:29][C@@H:28]4[CH3:35])[C:13]4[CH2:19][CH2:18][NH:17][CH2:16][C:14]=4[N:15]=3)=[CH:7][CH:8]=2)[CH:3]=[CH:2]1, predict the reactants needed to synthesize it. The reactants are: [NH:1]1[C:9]2[C:4](=[CH:5][C:6]([C:10]3[N:11]=[C:12]([N:27]4[CH2:32][CH2:31][O:30][CH2:29][CH2:28]4)[C:13]4[CH2:19][CH2:18][N:17](C(OC(C)(C)C)=O)[CH2:16][C:14]=4[N:15]=3)=[CH:7][CH:8]=2)[CH:3]=[CH:2]1.Cl.O1CCOC[CH2:35]1. (4) Given the product [NH:3]1[C:4]2[CH:9]=[CH:8][CH:7]=[CH:6][C:5]=2[N:1]=[C:2]1[CH2:10][N:11]([CH:28]1[C:37]2[N:36]=[CH:35][CH:34]=[CH:33][C:32]=2[CH2:31][CH2:30][CH2:29]1)[CH2:12][CH2:13][CH2:14][NH:15][C:16](=[O:17])[C:4]1[CH:9]=[CH:39][C:38]([OH:41])=[N:1][CH:5]=1, predict the reactants needed to synthesize it. The reactants are: [NH:1]1[C:5]2[CH:6]=[CH:7][CH:8]=[CH:9][C:4]=2[N:3]=[C:2]1[CH2:10][N:11]([CH:28]1[C:37]2[N:36]=[CH:35][CH:34]=[CH:33][C:32]=2[CH2:31][CH2:30][CH2:29]1)[CH2:12][CH2:13][CH2:14][NH:15][C:16](C1N=CC2C(C=1)=CC=CC=2)=[O:17].[C:38]([OH:41])(=O)[CH3:39]. (5) Given the product [CH:1]1([C@@:6]([OH:16])([C:10]2[CH:15]=[CH:14][CH:13]=[CH:12][CH:11]=2)[C:7]([N:25]2[CH2:26][CH2:27][CH:22]([N:21]([CH3:28])[CH3:20])[CH2:23][CH2:24]2)=[O:9])[CH2:2][CH2:3][CH2:4][CH2:5]1, predict the reactants needed to synthesize it. The reactants are: [CH:1]1([C@@:6]([OH:16])([C:10]2[CH:15]=[CH:14][CH:13]=[CH:12][CH:11]=2)[C:7]([OH:9])=O)[CH2:5][CH2:4][CH2:3][CH2:2]1.C(Cl)Cl.[CH3:20][N:21]([CH3:28])[CH:22]1[CH2:27][CH2:26][NH:25][CH2:24][CH2:23]1.CCN(C(C)C)C(C)C.C1C=CC2N(O)N=NC=2C=1.CCN=C=NCCCN(C)C. (6) Given the product [CH2:26]([C:25]1[NH:23][CH:19]=[C:18]([C:21]#[N:4])[CH:17]=1)[CH3:27], predict the reactants needed to synthesize it. The reactants are: ICC.[N+:4](CS(C1C=CC(C)=CC=1)(=O)=O)#[C-].[CH3:17][C:18]([CH3:21])([O-])[CH3:19].[K+].[N+:23]([CH:25](S(C1C=CC(C)=CC=1)(=O)=O)[CH2:26][CH3:27])#[C-].C(#N)C=C. (7) Given the product [OH:21][CH:18]([C@@H:8]1[CH2:9][C@H:10]([N:13]([CH:15]([CH3:16])[CH3:17])[CH3:14])[CH2:11][CH2:12][C@@H:7]1[N:4]1[CH2:5][CH2:6][CH:2]([NH:1][C:35](=[O:36])[C:34]2[CH:38]=[CH:39][CH:40]=[C:32]([C:31]([F:30])([F:41])[F:42])[CH:33]=2)[C:3]1=[O:22])[CH2:19][CH3:20].[OH:21][C@@H:18]([C@@H:8]1[CH2:9][C@H:10]([N:13]([CH:15]([CH3:17])[CH3:16])[CH3:14])[CH2:11][CH2:12][C@@H:7]1[N:4]1[CH2:5][CH2:6][CH:2]([NH:1][C:35](=[O:37])[C:34]2[CH:38]=[CH:39][CH:40]=[C:32]([C:31]([F:30])([F:42])[F:41])[CH:33]=2)[C:3]1=[O:22])[CH2:19][CH3:20], predict the reactants needed to synthesize it. The reactants are: [NH2:1][C@H:2]1[CH2:6][CH2:5][N:4]([C@H:7]2[CH2:12][CH2:11][C@@H:10]([N:13]([CH:15]([CH3:17])[CH3:16])[CH3:14])[CH2:9][C@H:8]2[CH:18]([OH:21])[CH2:19][CH3:20])[C:3]1=[O:22].C(N(CC)CC)C.[F:30][C:31]([F:42])([F:41])[C:32]1[CH:33]=[C:34]([CH:38]=[CH:39][CH:40]=1)[C:35]([OH:37])=[O:36].CN(C(ON1N=NC2C=CC=CC1=2)=[N+](C)C)C.[B-](F)(F)(F)F. (8) Given the product [CH:1]1([CH2:4][N:5]2[CH:13]=[C:12]3[C:7]([C:8]([CH:15]([O:17][CH2:18][C:19]4([C:32]5[CH:33]=[CH:34][C:35]([F:38])=[CH:36][CH:37]=5)[CH2:24][CH2:23][N:22]([CH3:25])[CH2:21][CH2:20]4)[CH3:16])=[CH:9][C:10]([CH3:14])=[CH:11]3)=[N:6]2)[CH2:3][CH2:2]1, predict the reactants needed to synthesize it. The reactants are: [CH:1]1([CH2:4][N:5]2[CH:13]=[C:12]3[C:7]([C:8]([CH:15]([O:17][CH2:18][C:19]4([C:32]5[CH:37]=[CH:36][C:35]([F:38])=[CH:34][CH:33]=5)[CH2:24][CH2:23][N:22]([C:25](OC(C)(C)C)=O)[CH2:21][CH2:20]4)[CH3:16])=[CH:9][C:10]([CH3:14])=[CH:11]3)=[N:6]2)[CH2:3][CH2:2]1.C([BH3-])#N.[Na+].C=O.